From a dataset of Catalyst prediction with 721,799 reactions and 888 catalyst types from USPTO. Predict which catalyst facilitates the given reaction. (1) Reactant: [C:1]([CH2:3][N:4]([CH3:31])[C:5]([N:7]1[CH2:12][CH2:11][CH2:10][CH:9]([CH2:13][O:14][C:15]2[CH:20]=[CH:19][C:18]([C:21]3[CH:26]=[C:25]([F:27])[C:24]([F:28])=[CH:23][C:22]=3[O:29][CH3:30])=[CH:17][CH:16]=2)[CH2:8]1)=[O:6])#[N:2].[N-:32]=[N+:33]=[N-:34].[Na+].Cl.C(N(CC)CC)C. Product: [CH3:31][N:4]([CH2:3][C:1]1[NH:34][N:33]=[N:32][N:2]=1)[C:5]([N:7]1[CH2:12][CH2:11][CH2:10][CH:9]([CH2:13][O:14][C:15]2[CH:16]=[CH:17][C:18]([C:21]3[CH:26]=[C:25]([F:27])[C:24]([F:28])=[CH:23][C:22]=3[O:29][CH3:30])=[CH:19][CH:20]=2)[CH2:8]1)=[O:6]. The catalyst class is: 11. (2) Reactant: [Cl:1][C:2]1[C:28]([S:29][CH3:30])=[CH:27][C:5]2[N:6]([C@@H:9]3[O:26][CH2:25][C@@H:20]([O:21][C:22](=[O:24])[CH3:23])[C@@H:15]([O:16][C:17](=[O:19])[CH3:18])[C@H:10]3[O:11][C:12](=[O:14])[CH3:13])[CH:7]=[N:8][C:4]=2[CH:3]=1.ClC1C(SC)=CC2N=CN([C@@H]3OC[C@@H](OC(=O)C)[C@@H](OC(=O)C)[C@H]3OC(=O)C)C=2C=1.[Br:61]N1C(=O)CCC1=O. Product: [Br:61][C:7]1[N:6]([C@@H:9]2[O:26][CH2:25][C@@H:20]([O:21][C:22](=[O:24])[CH3:23])[C@@H:15]([O:16][C:17](=[O:19])[CH3:18])[C@H:10]2[O:11][C:12](=[O:14])[CH3:13])[C:5]2[CH:27]=[C:28]([S:29][CH3:30])[C:2]([Cl:1])=[CH:3][C:4]=2[N:8]=1. The catalyst class is: 7.